This data is from Full USPTO retrosynthesis dataset with 1.9M reactions from patents (1976-2016). The task is: Predict the reactants needed to synthesize the given product. (1) Given the product [Cl:14][C:15]1[CH:16]=[CH:17][C:18]([C@@H:21]2[C@@:23]3([C:31]4[C:26](=[CH:27][CH:28]=[CH:29][CH:30]=4)[N:25]([CH2:10][CH2:11][N:8]4[CH:9]=[C:5]([C:3]([OH:2])=[O:4])[N:6]=[CH:7]4)[C:24]3=[O:32])[CH2:22]2)=[CH:19][CH:20]=1, predict the reactants needed to synthesize it. The reactants are: C[O:2][C:3]([C:5]1[N:6]=[CH:7][NH:8][CH:9]=1)=[O:4].[CH2:10](Br)[CH2:11]Br.[Cl:14][C:15]1[CH:20]=[CH:19][C:18]([C@@H:21]2[C@:23]3([C:31]4[C:26](=[CH:27][CH:28]=[CH:29][CH:30]=4)[NH:25][C:24]3=[O:32])[CH2:22]2)=[CH:17][CH:16]=1. (2) Given the product [CH2:1]([C:3]1[N:17]([CH2:14][CH2:15][CH3:16])[C:5](=[O:13])[C:6]2[C:7](=[CH:9][CH:10]=[CH:11][CH:12]=2)[N:8]=1)[CH3:2], predict the reactants needed to synthesize it. The reactants are: [CH2:1]([C:3]1O[C:5](=[O:13])[C:6]2[CH:12]=[CH:11][CH:10]=[CH:9][C:7]=2[N:8]=1)[CH3:2].[CH2:14]([NH2:17])[CH2:15][CH3:16]. (3) The reactants are: [Br:1][C:2]1[CH:7]=[CH:6][C:5](/[C:8](/[CH3:14])=[C:9](/[CH2:12][CH3:13])\[CH2:10][OH:11])=[CH:4][CH:3]=1.[CH2:15]([O:17][C@@H:18]([CH2:24][C:25]1[CH:30]=[CH:29][C:28](O)=[CH:27][CH:26]=1)[C:19]([O:21][CH2:22][CH3:23])=[O:20])[CH3:16]. Given the product [Br:1][C:2]1[CH:3]=[CH:4][C:5](/[C:8](/[CH3:14])=[C:9](/[CH2:12][CH3:13])\[CH2:10][O:11][C:28]2[CH:27]=[CH:26][C:25]([CH2:24][C@H:18]([O:17][CH2:15][CH3:16])[C:19]([O:21][CH2:22][CH3:23])=[O:20])=[CH:30][CH:29]=2)=[CH:6][CH:7]=1, predict the reactants needed to synthesize it.